Dataset: Full USPTO retrosynthesis dataset with 1.9M reactions from patents (1976-2016). Task: Predict the reactants needed to synthesize the given product. (1) Given the product [Cl:21][C:22]1[C:23]2[C:20](=[CH:19][CH:18]=[CH:17][CH:16]=2)[C:11]([O:10][CH3:9])=[C:12]([Br:1])[N:13]=1, predict the reactants needed to synthesize it. The reactants are: [Br:1]N1C(=O)CCC1=O.[CH3:9][O:10][C:11]1[C:20]2C(=[CH:16][CH:17]=[CH:18][CH:19]=2)C=[N:13][CH:12]=1.[Cl:21][CH2:22][CH2:23]Cl. (2) Given the product [Cl:8][C:9]1[CH:10]=[CH:11][C:12]([C:15]2[N:16]=[C:17]([S:20][CH2:21][C:22]([N:25]3[CH2:29][CH2:28][CH2:27][CH2:26]3)=[O:24])[S:18][CH:19]=2)=[CH:13][CH:14]=1, predict the reactants needed to synthesize it. The reactants are: FC(F)(F)C(O)=O.[Cl:8][C:9]1[CH:14]=[CH:13][C:12]([C:15]2[N:16]=[C:17]([S:20][CH2:21][C:22]([OH:24])=O)[S:18][CH:19]=2)=[CH:11][CH:10]=1.[NH:25]1[CH2:29][CH2:28][CH2:27][CH2:26]1.